From a dataset of Retrosynthesis with 50K atom-mapped reactions and 10 reaction types from USPTO. Predict the reactants needed to synthesize the given product. (1) Given the product C#CCNS(=O)(=O)c1ccccc1[N+](=O)[O-], predict the reactants needed to synthesize it. The reactants are: C#CCN.O=[N+]([O-])c1ccccc1S(=O)(=O)Cl. (2) Given the product CCOC(=O)Cn1c2c(c3cc(Cl)c(Cl)cc31)CCN(C(=O)OC(C)(C)C)CC2, predict the reactants needed to synthesize it. The reactants are: CC(C)(C)OC(=O)N1CCc2[nH]c3cc(Cl)c(Cl)cc3c2CC1.CCOC(=O)CBr. (3) Given the product Cc1nc(N2CC[C@H](N3CCC[C@@H]3C)C2)ccc1[N+](=O)[O-], predict the reactants needed to synthesize it. The reactants are: C[C@H]1CCCN1[C@H]1CCNC1.Cc1nc(Cl)ccc1[N+](=O)[O-]. (4) Given the product O=C(O)C(F)(F)F, predict the reactants needed to synthesize it. The reactants are: CN(C)C(=O)Cl.C[C@@H](O)c1nc2cnc3ccsc3c2n1[C@H]1CC[C@H](CN)CC1. (5) Given the product COCCCN(C)c1nn(COCC[Si](C)(C)C)c2ccc(C3OCCCO3)cc12, predict the reactants needed to synthesize it. The reactants are: CNCCCOC.C[Si](C)(C)CCOCn1nc(Cl)c2cc(C3OCCCO3)ccc21. (6) Given the product COC(=O)[C@H](NC(=O)c1ccc(-c2ccc(F)c(F)c2)cc1N)[C@H](C)OC(C)(C)C, predict the reactants needed to synthesize it. The reactants are: COC(=O)[C@H](NC(=O)c1ccc(-c2ccc(F)c(F)c2)cc1[N+](=O)[O-])[C@H](C)OC(C)(C)C. (7) Given the product O=[N+]([O-])c1cccc(F)c1CNC1CC1, predict the reactants needed to synthesize it. The reactants are: NC1CC1.O=[N+]([O-])c1cccc(F)c1CBr.